From a dataset of HIV replication inhibition screening data with 41,000+ compounds from the AIDS Antiviral Screen. Binary Classification. Given a drug SMILES string, predict its activity (active/inactive) in a high-throughput screening assay against a specified biological target. The compound is COc1cc2ccc3c4c(OC)cc(OC)c(OC)c4c([O-])[n+](C)c3c2cc1OC. The result is 0 (inactive).